Dataset: Peptide-MHC class I binding affinity with 185,985 pairs from IEDB/IMGT. Task: Regression. Given a peptide amino acid sequence and an MHC pseudo amino acid sequence, predict their binding affinity value. This is MHC class I binding data. (1) The peptide sequence is EKPPVRPIF. The MHC is HLA-B07:02 with pseudo-sequence HLA-B07:02. The binding affinity (normalized) is 0.0847. (2) The peptide sequence is IVKYKQYLK. The MHC is HLA-A03:01 with pseudo-sequence HLA-A03:01. The binding affinity (normalized) is 0.593.